Dataset: Full USPTO retrosynthesis dataset with 1.9M reactions from patents (1976-2016). Task: Predict the reactants needed to synthesize the given product. (1) Given the product [CH2:1]([O:8][C:9]1[CH:14]=[C:13]([O:15][CH2:16][CH2:17][O:18][CH3:19])[CH:12]=[CH:11][C:10]=1[CH2:20][CH2:21][CH2:22][OH:23])[C:2]1[CH:3]=[CH:4][CH:5]=[CH:6][CH:7]=1, predict the reactants needed to synthesize it. The reactants are: [CH2:1]([O:8][C:9]1[CH:14]=[C:13]([O:15][CH2:16][CH2:17][O:18][CH3:19])[CH:12]=[CH:11][C:10]=1[CH2:20][CH2:21][C:22](OCC)=[O:23])[C:2]1[CH:7]=[CH:6][CH:5]=[CH:4][CH:3]=1.[H-].C([Al+]CC(C)C)C(C)C.CO. (2) Given the product [OH:47][C@H:46]([CH2:45][OH:44])[CH2:48][CH2:49][NH:50][C:25]([CH:17]1[CH:16]([C:28]2[CH:33]=[C:32]([Cl:34])[CH:31]=[CH:30][C:29]=2[O:35][CH2:36][CH2:37][OH:38])[C:15]([C:12]2[CH:13]=[CH:14][C:9]([Cl:8])=[CH:10][C:11]=2[F:41])([C:39]#[N:40])[CH:19]([CH2:20][C:21]([CH3:22])([CH3:24])[CH3:23])[NH:18]1)=[O:27], predict the reactants needed to synthesize it. The reactants are: FC(F)(F)C(O)=O.[Cl:8][C:9]1[CH:14]=[CH:13][C:12]([C:15]2([C:39]#[N:40])[CH:19]([CH2:20][C:21]([CH3:24])([CH3:23])[CH3:22])[NH:18][CH:17]([C:25]([OH:27])=O)[CH:16]2[C:28]2[CH:33]=[C:32]([Cl:34])[CH:31]=[CH:30][C:29]=2[O:35][CH2:36][CH2:37][OH:38])=[C:11]([F:41])[CH:10]=1.CC1(C)[O:47][C@@H:46]([CH2:48][CH2:49][NH2:50])[CH2:45][O:44]1.CN(C(ON1N=NC2C=CC=NC1=2)=[N+](C)C)C.F[P-](F)(F)(F)(F)F.CCN(C(C)C)C(C)C.Cl. (3) Given the product [NH2:11][C:8]1[CH:9]=[CH:10][C:2]([Br:1])=[C:3]([CH:7]=1)[C:4]([OH:6])=[O:5], predict the reactants needed to synthesize it. The reactants are: [Br:1][C:2]1[CH:10]=[CH:9][C:8]([N+:11]([O-])=O)=[CH:7][C:3]=1[C:4]([OH:6])=[O:5].[H][H].